This data is from Full USPTO retrosynthesis dataset with 1.9M reactions from patents (1976-2016). The task is: Predict the reactants needed to synthesize the given product. Given the product [Cl:1][C:2]1[CH:3]=[C:4]([NH:16][C:17]2[N:22]=[CH:21][N:20]=[C:19]3[NH:23][N:24]=[C:25]([O:26][CH2:27][CH2:28][N:29]4[CH2:39][CH2:38][O:32][CH2:31][C:30]4=[O:43])[C:18]=23)[CH:5]=[CH:6][C:7]=1[O:8][CH2:9][C:10]1[CH:15]=[CH:14][CH:13]=[CH:12][N:11]=1, predict the reactants needed to synthesize it. The reactants are: [Cl:1][C:2]1[CH:3]=[C:4]([NH:16][C:17]2[N:22]=[CH:21][N:20]=[C:19]3[NH:23][N:24]=[C:25]([O:26][CH2:27][CH2:28][NH:29][CH2:30][CH2:31][OH:32])[C:18]=23)[CH:5]=[CH:6][C:7]=1[O:8][CH2:9][C:10]1[CH:15]=[CH:14][CH:13]=[CH:12][N:11]=1.C(N([CH2:38][CH3:39])CC)C.ClCC(OC(=O)CCl)=[O:43].[H-].[Na+].